This data is from Catalyst prediction with 721,799 reactions and 888 catalyst types from USPTO. The task is: Predict which catalyst facilitates the given reaction. Reactant: [CH3:1][S:2](Cl)(=[O:4])=[O:3].[F:6][C:7]1[CH:8]=[C:9]2[C:28](=[CH:29][CH:30]=1)[O:27][CH2:26][CH2:25][CH2:24][NH:23][CH2:22][C:21]1=[C:31]3[N:32]=[C:15]([CH:16]=[CH:17][N:18]3[N:19]=[CH:20]1)[N:14]1[C@@H:10]2[CH2:11][CH2:12][CH2:13]1.CCN(C(C)C)C(C)C. Product: [F:6][C:7]1[CH:8]=[C:9]2[C:28](=[CH:29][CH:30]=1)[O:27][CH2:26][CH2:25][CH2:24][N:23]([S:2]([CH3:1])(=[O:4])=[O:3])[CH2:22][C:21]1=[C:31]3[N:32]=[C:15]([CH:16]=[CH:17][N:18]3[N:19]=[CH:20]1)[N:14]1[C@@H:10]2[CH2:11][CH2:12][CH2:13]1. The catalyst class is: 2.